This data is from Forward reaction prediction with 1.9M reactions from USPTO patents (1976-2016). The task is: Predict the product of the given reaction. (1) Given the reactants Cl[C:2]1[N:9]=[C:8]([NH:10][C:11]2[CH:15]=[C:14]([CH3:16])[NH:13][N:12]=2)[CH:7]=[C:6]([CH3:17])[C:3]=1[C:4]#[N:5].[N:18]1[CH:23]=[CH:22][C:21]([O:24][CH2:25][CH2:26][NH2:27])=[CH:20][CH:19]=1.C(=O)([O-])O.[Na+].CS(C)=O, predict the reaction product. The product is: [N:18]1[CH:23]=[CH:22][C:21]([O:24][CH2:25][CH2:26][NH:27][C:2]2[N:9]=[C:8]([NH:10][C:11]3[CH:15]=[C:14]([CH3:16])[NH:13][N:12]=3)[CH:7]=[C:6]([CH3:17])[C:3]=2[C:4]#[N:5])=[CH:20][CH:19]=1. (2) Given the reactants C([O:3][C:4]([C:6]1[CH:7]=[C:8]2[C:13](=[CH:14][CH:15]=1)[NH:12][CH:11]([C:16]1[CH:21]=[CH:20][CH:19]=[C:18]([N:22]3[CH2:27][CH2:26][N:25]([CH3:28])[CH2:24][CH2:23]3)[CH:17]=1)[C:10]([CH3:30])([CH3:29])[CH2:9]2)=[O:5])C.[OH-].[Na+].Cl, predict the reaction product. The product is: [CH3:29][C:10]1([CH3:30])[CH2:9][C:8]2[C:13](=[CH:14][CH:15]=[C:6]([C:4]([OH:5])=[O:3])[CH:7]=2)[NH:12][CH:11]1[C:16]1[CH:21]=[CH:20][CH:19]=[C:18]([N:22]2[CH2:23][CH2:24][N:25]([CH3:28])[CH2:26][CH2:27]2)[CH:17]=1. (3) Given the reactants [CH:1]1([CH2:7][N:8]([CH2:29][C:30]2[CH:35]=[CH:34][C:33]([F:36])=[CH:32][C:31]=2[F:37])[C:9](=[O:28])[CH2:10][O:11][C:12]2[CH:17]=[CH:16][C:15]([CH2:18][C@H:19]([O:25][CH2:26][CH3:27])[C:20]([O:22]CC)=[O:21])=[CH:14][CH:13]=2)[CH2:6][CH2:5][CH2:4][CH2:3][CH2:2]1.[Li+].[OH-].Cl, predict the reaction product. The product is: [CH:1]1([CH2:7][N:8]([CH2:29][C:30]2[CH:35]=[CH:34][C:33]([F:36])=[CH:32][C:31]=2[F:37])[C:9](=[O:28])[CH2:10][O:11][C:12]2[CH:13]=[CH:14][C:15]([CH2:18][C@H:19]([O:25][CH2:26][CH3:27])[C:20]([OH:22])=[O:21])=[CH:16][CH:17]=2)[CH2:6][CH2:5][CH2:4][CH2:3][CH2:2]1. (4) The product is: [C:2]([NH:5][C:6]1[S:7][CH:8]=[C:9]([C:11]([NH:13][C:14]2[CH:19]=[CH:18][C:17]([NH:20][C:22]([NH2:23])=[NH:21])=[CH:16][CH:15]=2)=[O:12])[N:10]=1)(=[O:4])[CH3:3]. Given the reactants Cl.[C:2]([NH:5][C:6]1[S:7][CH:8]=[C:9]([C:11]([NH:13][C:14]2[CH:19]=[CH:18][C:17]([NH2:20])=[CH:16][CH:15]=2)=[O:12])[N:10]=1)(=[O:4])[CH3:3].[N:21]#[C:22][NH2:23], predict the reaction product. (5) Given the reactants Br[C:2]1[CH:7]=[C:6]([Cl:8])[CH:5]=[CH:4][C:3]=1[OH:9].[CH3:10][N:11](C)C=O, predict the reaction product. The product is: [C:10]([C:2]1[CH:7]=[C:6]([Cl:8])[CH:5]=[CH:4][C:3]=1[OH:9])#[N:11]. (6) Given the reactants [Br:1][C:2]1[CH:7]=[CH:6][C:5]([NH:8][CH2:9][CH2:10][C@H:11]([NH:20][C:21]([O:23][C:24]([CH3:27])([CH3:26])[CH3:25])=[O:22])[C:12]([O:14][CH:15]2[CH2:19][CH2:18][CH2:17][CH2:16]2)=[O:13])=[CH:4][CH:3]=1.[CH2:28](Br)[C:29]1[CH:34]=[CH:33][CH:32]=[CH:31][CH:30]=1.C([O-])([O-])=O.[K+].[K+].CC#N, predict the reaction product. The product is: [CH2:28]([N:8]([C:5]1[CH:6]=[CH:7][C:2]([Br:1])=[CH:3][CH:4]=1)[CH2:9][CH2:10][C@H:11]([NH:20][C:21]([O:23][C:24]([CH3:27])([CH3:26])[CH3:25])=[O:22])[C:12]([O:14][CH:15]1[CH2:16][CH2:17][CH2:18][CH2:19]1)=[O:13])[C:29]1[CH:34]=[CH:33][CH:32]=[CH:31][CH:30]=1.